From a dataset of Catalyst prediction with 721,799 reactions and 888 catalyst types from USPTO. Predict which catalyst facilitates the given reaction. (1) Reactant: [CH2:1]([N:3]1[CH:7]=[CH:6][C:5]([C:8]([OH:10])=O)=[CH:4]1)[CH3:2].Cl.[CH2:12]([O:14][C:15](=[O:19])[CH2:16][CH2:17][NH2:18])[CH3:13].Cl.C(N=C=NCCCN(C)C)C.C(N(CC)CC)C. Product: [CH2:1]([N:3]1[CH:7]=[CH:6][C:5]([C:8]([NH:18][CH2:17][CH2:16][C:15]([O:14][CH2:12][CH3:13])=[O:19])=[O:10])=[CH:4]1)[CH3:2]. The catalyst class is: 2. (2) Reactant: [CH3:1][C:2]1[CH:3]=[C:4]2[C:8](=[CH:9][CH:10]=1)[NH:7][C:6]([C:11]([OH:13])=O)=[CH:5]2.[CH3:14][C:15]([OH:24])([CH3:23])[CH2:16][CH:17]1[CH2:22][CH2:21][NH:20][CH2:19][CH2:18]1.Cl.C(N=C=NCCCN(C)C)C.ON1C2C=CC=CC=2N=N1.Cl. Product: [CH3:23][C:15]([OH:24])([CH3:14])[CH2:16][CH:17]1[CH2:18][CH2:19][N:20]([C:11]([C:6]2[NH:7][C:8]3[C:4]([CH:5]=2)=[CH:3][C:2]([CH3:1])=[CH:10][CH:9]=3)=[O:13])[CH2:21][CH2:22]1. The catalyst class is: 3. (3) Reactant: C[O:2][C:3](=[O:32])[CH2:4][C:5]1[C:14]([CH3:15])=[C:13]([C:16]2[CH:21]=[CH:20][C:19]([NH:22][C:23](=[O:30])[C:24]3[CH:29]=[CH:28][CH:27]=[CH:26][CH:25]=3)=[CH:18][CH:17]=2)[C:12]2[C:7](=[CH:8][CH:9]=[C:10]([Cl:31])[CH:11]=2)[CH:6]=1.[OH-].[Na+]. Product: [C:23]([NH:22][C:19]1[CH:18]=[CH:17][C:16]([C:13]2[C:12]3[C:7](=[CH:8][CH:9]=[C:10]([Cl:31])[CH:11]=3)[CH:6]=[C:5]([CH2:4][C:3]([OH:32])=[O:2])[C:14]=2[CH3:15])=[CH:21][CH:20]=1)(=[O:30])[C:24]1[CH:29]=[CH:28][CH:27]=[CH:26][CH:25]=1. The catalyst class is: 353. (4) Reactant: [Cl:1][C:2]1[CH:3]=[C:4]2[C:9](=[CH:10][CH:11]=1)[C:8](=[O:12])[N:7]([C:13]1[CH:14]=[C:15]([CH2:19][C:20](O)=[O:21])[CH:16]=[N:17][CH:18]=1)[CH2:6][CH2:5]2.CN(C(ON1N=NC2C=CC=NC1=2)=[N+](C)C)C.F[P-](F)(F)(F)(F)F.CCN(CC)CC.[NH:54]1[CH2:59][CH2:58][O:57][CH2:56][CH2:55]1. Product: [Cl:1][C:2]1[CH:3]=[C:4]2[C:9](=[CH:10][CH:11]=1)[C:8](=[O:12])[N:7]([C:13]1[CH:18]=[N:17][CH:16]=[C:15]([CH2:19][C:20]([N:54]3[CH2:59][CH2:58][O:57][CH2:56][CH2:55]3)=[O:21])[CH:14]=1)[CH2:6][CH2:5]2. The catalyst class is: 2. (5) Reactant: [NH2:1][C:2]1[CH:7]=[C:6]([I:8])[CH:5]=[CH:4][N:3]=1.O.N1C2C(=CC=C3C=2N=CC=C3)C=CC=1.[C:24](#[N:31])[C:25]1[CH:30]=[CH:29][CH:28]=[CH:27][CH:26]=1. Product: [I:8][C:6]1[CH:5]=[CH:4][N:3]2[N:31]=[C:24]([C:25]3[CH:30]=[CH:29][CH:28]=[CH:27][CH:26]=3)[N:1]=[C:2]2[CH:7]=1. The catalyst class is: 205.